Dataset: Forward reaction prediction with 1.9M reactions from USPTO patents (1976-2016). Task: Predict the product of the given reaction. (1) Given the reactants [Cl:1][C:2]1[CH:7]=[CH:6][CH:5]=[C:4]([F:8])[C:3]=1[C:9]1[NH:13][C:12](=[O:14])[N:11]([C:15]2[CH:24]=[CH:23][C:18]([C:19]([O:21]C)=O)=[CH:17][CH:16]=2)[N:10]=1.[Cl:25][C:26]1[CH:35]=[CH:34][C:29]([C:30](=[N:32]O)[NH2:31])=[CH:28][CH:27]=1.[H-].[Na+], predict the reaction product. The product is: [Cl:1][C:2]1[CH:7]=[CH:6][CH:5]=[C:4]([F:8])[C:3]=1[C:9]1[NH:13][C:12](=[O:14])[N:11]([C:15]2[CH:24]=[CH:23][C:18]([C:19]3[O:21][N:32]=[C:30]([C:29]4[CH:34]=[CH:35][C:26]([Cl:25])=[CH:27][CH:28]=4)[N:31]=3)=[CH:17][CH:16]=2)[N:10]=1. (2) Given the reactants [CH3:1][O:2][C:3]1[CH:4]=[C:5]2[C:10](=[CH:11][C:12]=1[OH:13])[N:9]=[CH:8][CH:7]=[C:6]2[O:14][C:15]1[C:16]([C:23]2[CH:28]=[CH:27][CH:26]=[C:25]([CH3:29])[N:24]=2)=[N:17][C:18]([CH3:22])=[C:19]([CH3:21])[CH:20]=1.C1(P(C2C=CC=CC=2)C2C=CC=CC=2)C=CC=CC=1.CC1(C)[O:55][CH2:54][CH:53]([CH2:56]O)[CH2:52][O:51]1.CCOC(/N=N/C(OCC)=O)=O.S(=O)(=O)(O)O.[OH-].[Na+], predict the reaction product. The product is: [CH3:1][O:2][C:3]1[CH:4]=[C:5]2[C:10](=[CH:11][C:12]=1[O:13][CH2:56][CH:53]([CH2:54][OH:55])[CH2:52][OH:51])[N:9]=[CH:8][CH:7]=[C:6]2[O:14][C:15]1[C:16]([C:23]2[CH:28]=[CH:27][CH:26]=[C:25]([CH3:29])[N:24]=2)=[N:17][C:18]([CH3:22])=[C:19]([CH3:21])[CH:20]=1. (3) Given the reactants [Cl:1][C:2]1[C:3]([F:36])=[C:4]([C@@H:8]2[C@:12]([C:15]3[CH:20]=[CH:19][C:18]([Cl:21])=[CH:17][C:16]=3[F:22])([C:13]#[N:14])[C@H:11]([CH2:23][C:24]([CH3:27])([CH3:26])[CH3:25])[CH2:10][N:9]2[C:28]([NH:30][CH2:31][CH2:32][C:33]([OH:35])=O)=[O:29])[CH:5]=[CH:6][CH:7]=1.[CH3:37][NH2:38], predict the reaction product. The product is: [CH3:37][NH:38][C:33]([CH2:32][CH2:31][NH:30][C:28]([N:9]1[CH2:10][CH:11]([CH2:23][C:24]([CH3:25])([CH3:27])[CH3:26])[C:12]([C:15]2[CH:20]=[CH:19][C:18]([Cl:21])=[CH:17][C:16]=2[F:22])([C:13]#[N:14])[CH:8]1[C:4]1[CH:5]=[CH:6][CH:7]=[C:2]([Cl:1])[C:3]=1[F:36])=[O:29])=[O:35]. (4) Given the reactants [C:1]1([C:7]2[CH:12]=[CH:11][CH:10]=[CH:9][C:8]=2[OH:13])[CH:6]=[CH:5][CH:4]=[CH:3][CH:2]=1.[I-:14].[Na+].[OH-].[Na+].[O-]Cl.[Na+].S([O-])([O-])(=O)=S.[Na+].[Na+].Cl, predict the reaction product. The product is: [I:14][C:11]1[CH:12]=[C:7]([C:1]2[CH:2]=[CH:3][CH:4]=[CH:5][CH:6]=2)[C:8]([OH:13])=[CH:9][CH:10]=1. (5) The product is: [CH3:19][S:16]([CH2:15][CH2:14][N:11]1[CH2:12][CH2:13][NH:8][CH2:9][C:10]1([CH3:21])[CH3:20])(=[O:17])=[O:18]. Given the reactants C(OC([N:8]1[CH2:13][CH2:12][N:11]([CH2:14][CH2:15][S:16]([CH3:19])(=[O:18])=[O:17])[C:10]([CH3:21])([CH3:20])[CH2:9]1)=O)(C)(C)C.C(O)(C(F)(F)F)=O, predict the reaction product. (6) Given the reactants [C:1]([C:5]1[CH:10]=[C:9]([C:11]2[CH:16]=[CH:15][CH:14]=[CH:13][C:12]=2[O:17][CH2:18][CH3:19])[C:8]([N+:20]([O-])=O)=[CH:7][C:6]=1[OH:23])([CH3:4])([CH3:3])[CH3:2], predict the reaction product. The product is: [C:1]([C:5]1[CH:10]=[C:9]([C:11]2[CH:16]=[CH:15][CH:14]=[CH:13][C:12]=2[O:17][CH2:18][CH3:19])[C:8]([NH2:20])=[CH:7][C:6]=1[OH:23])([CH3:3])([CH3:2])[CH3:4]. (7) Given the reactants Br[C:2]1[N:7]=[CH:6][C:5]2[N:8]=[CH:9][N:10]([CH:11]([CH3:13])[CH3:12])[C:4]=2[CH:3]=1.[Cl:14][C:15]1[N:20]=[C:19]([NH2:21])[CH:18]=[CH:17][N:16]=1.CC1(C)C2C(=C(P(C3C=CC=CC=3)C3C=CC=CC=3)C=CC=2)OC2C(P(C3C=CC=CC=3)C3C=CC=CC=3)=CC=CC1=2.C([O-])([O-])=O.[Cs+].[Cs+], predict the reaction product. The product is: [Cl:14][C:15]1[N:20]=[C:19]([NH:21][C:2]2[N:7]=[CH:6][C:5]3[N:8]=[CH:9][N:10]([CH:11]([CH3:13])[CH3:12])[C:4]=3[CH:3]=2)[CH:18]=[CH:17][N:16]=1.